Dataset: Forward reaction prediction with 1.9M reactions from USPTO patents (1976-2016). Task: Predict the product of the given reaction. (1) Given the reactants [CH2:1]([O:8][CH2:9][CH2:10][OH:11])[C:2]1[CH:7]=[CH:6][CH:5]=[CH:4][CH:3]=1.[H-].[Na+].[CH3:14][C:15]1[CH:20]=[C:19]([C:21]2[NH:30][C:29](=[O:31])[C:28]3[C:23](=[CH:24][C:25](F)=[CH:26][C:27]=3[O:32][CH3:33])[N:22]=2)[CH:18]=[C:17]([CH3:35])[N:16]=1.O, predict the reaction product. The product is: [CH2:1]([O:8][CH2:9][CH2:10][O:11][C:25]1[CH:24]=[C:23]2[C:28]([C:29](=[O:31])[NH:30][C:21]([C:19]3[CH:18]=[C:17]([CH3:35])[N:16]=[C:15]([CH3:14])[CH:20]=3)=[N:22]2)=[C:27]([O:32][CH3:33])[CH:26]=1)[C:2]1[CH:7]=[CH:6][CH:5]=[CH:4][CH:3]=1. (2) Given the reactants [OH:1][C:2]1[C:11]2[C:6](=[CH:7][C:8]([CH3:13])=[C:9]([CH3:12])[CH:10]=2)[N:5]=[C:4]([C:14]([OH:16])=O)[CH:3]=1.[CH2:17]([O:21][C:22]([N:24]1[CH2:29][CH2:28][N:27]([C:30](=[O:33])[CH2:31][NH2:32])[CH2:26][CH2:25]1)=[O:23])[CH2:18][CH2:19][CH3:20].C1C=CC2N(O)N=NC=2C=1.C(Cl)CCl, predict the reaction product. The product is: [CH2:17]([O:21][C:22]([N:24]1[CH2:25][CH2:26][N:27]([C:30](=[O:33])[CH2:31][NH:32][C:14]([C:4]2[CH:3]=[C:2]([OH:1])[C:11]3[C:6](=[CH:7][C:8]([CH3:13])=[C:9]([CH3:12])[CH:10]=3)[N:5]=2)=[O:16])[CH2:28][CH2:29]1)=[O:23])[CH2:18][CH2:19][CH3:20].